This data is from CYP3A4 inhibition data for predicting drug metabolism from PubChem BioAssay. The task is: Regression/Classification. Given a drug SMILES string, predict its absorption, distribution, metabolism, or excretion properties. Task type varies by dataset: regression for continuous measurements (e.g., permeability, clearance, half-life) or binary classification for categorical outcomes (e.g., BBB penetration, CYP inhibition). Dataset: cyp3a4_veith. (1) The molecule is COc1cccc(/C=N/NC(=O)CO/N=C(\C)c2cccs2)c1OC. The result is 1 (inhibitor). (2) The molecule is O=C(Cn1cnc2ccccc21)NC(c1ccccc1)c1ccccc1. The result is 1 (inhibitor). (3) The drug is O=c1c(-c2ccc(F)cc2)nc2cncnc2n1Cc1ccc(F)cc1. The result is 1 (inhibitor). (4) The compound is CN1CCN(c2nc(N(C)C)oc(=O)c2C#N)CC1. The result is 0 (non-inhibitor). (5) The compound is CCCn1c(=O)c2[nH]c(C3CCCC3)nc2n(CCC)c1=O. The result is 0 (non-inhibitor). (6) The molecule is COc1cccc(-c2cc(NCc3cccs3)ncn2)c1. The result is 1 (inhibitor). (7) The molecule is NNC(=O)CCSc1ccccc1. The result is 1 (inhibitor).